From a dataset of CYP2D6 inhibition data for predicting drug metabolism from PubChem BioAssay. Regression/Classification. Given a drug SMILES string, predict its absorption, distribution, metabolism, or excretion properties. Task type varies by dataset: regression for continuous measurements (e.g., permeability, clearance, half-life) or binary classification for categorical outcomes (e.g., BBB penetration, CYP inhibition). Dataset: cyp2d6_veith. (1) The compound is O=C(Oc1ccccc1)N1CCC[C@@]2(CCN(c3ncccn3)C2)C1. The result is 0 (non-inhibitor). (2) The molecule is COc1ccc(Nc2ncc3nc(-c4cccs4)c(=O)n(Cc4cccc(OC)c4)c3n2)cc1. The result is 0 (non-inhibitor). (3) The compound is CCS(=O)(=O)c1ccc2c(c1)N(S(=O)(=O)c1ccc(OC)cc1)CC(C(=O)O)O2. The result is 0 (non-inhibitor). (4) The drug is COC(=O)N1CCC2(CCCN(Cc3ccc(C#N)cc3)C2)CC1. The result is 1 (inhibitor). (5) The compound is COCC(=O)N/N=C/c1ccc(Sc2nc3ccccc3s2)o1. The result is 0 (non-inhibitor). (6) The compound is CC[N+](CC)(CC(=O)Nc1c(C)cccc1C)Cc1ccccc1.O=C([O-])c1ccccc1. The result is 1 (inhibitor). (7) The drug is CCOc1ccc(NC(=O)c2nnn(CC(=O)Nc3ccccc3OC)c2N)cc1. The result is 0 (non-inhibitor). (8) The drug is Cc1cnn(-c2cc(N/N=C/c3ccccc3)ncn2)c1. The result is 0 (non-inhibitor).